From a dataset of Full USPTO retrosynthesis dataset with 1.9M reactions from patents (1976-2016). Predict the reactants needed to synthesize the given product. (1) Given the product [O:4]1[CH2:5][CH2:6][N:1]([C:7]2[CH2:12][CH2:11][CH2:10][C:9](=[O:13])[CH:8]=2)[CH2:2][CH2:3]1, predict the reactants needed to synthesize it. The reactants are: [NH:1]1[CH2:6][CH2:5][O:4][CH2:3][CH2:2]1.[C:7]1(=O)[CH2:12][CH2:11][CH2:10][C:9](=[O:13])[CH2:8]1.O. (2) Given the product [F:32][C:30]([F:31])([F:33])[C:28]1[CH:27]=[CH:26][N:25]2[C:21]([C:2]3[CH:7]=[CH:6][N:5]=[C:4]([C:8]4[CH:15]=[CH:14][CH:13]=[CH:12][C:9]=4[C:10]#[N:11])[CH:3]=3)=[CH:22][N:23]=[C:24]2[N:29]=1, predict the reactants needed to synthesize it. The reactants are: Cl[C:2]1[CH:7]=[CH:6][N:5]=[C:4]([C:8]2[CH:15]=[CH:14][CH:13]=[CH:12][C:9]=2[C:10]#[N:11])[CH:3]=1.C([Sn](CCCC)(CCCC)[C:21]1[N:25]2[CH:26]=[CH:27][C:28]([C:30]([F:33])([F:32])[F:31])=[N:29][C:24]2=[N:23][CH:22]=1)CCC. (3) Given the product [CH:33]1[C:34]2[C:29](=[CH:28][CH:27]=[CH:26][CH:25]=2)[CH:30]=[CH:31][C:32]=1[C:2]1[CH:3]=[C:4]([N+:22]([O-:24])=[O:23])[C:5]([NH:8][CH:9]2[CH2:14][CH2:13][N:12]([C:15]([O:17][C:18]([CH3:21])([CH3:20])[CH3:19])=[O:16])[CH2:11][CH2:10]2)=[N:6][CH:7]=1, predict the reactants needed to synthesize it. The reactants are: Br[C:2]1[CH:3]=[C:4]([N+:22]([O-:24])=[O:23])[C:5]([NH:8][CH:9]2[CH2:14][CH2:13][N:12]([C:15]([O:17][C:18]([CH3:21])([CH3:20])[CH3:19])=[O:16])[CH2:11][CH2:10]2)=[N:6][CH:7]=1.[CH:25]1[C:34]2[C:29](=[CH:30][CH:31]=[CH:32][CH:33]=2)[CH:28]=[CH:27][C:26]=1B(O)O.C(=O)([O-])[O-].[Na+].[Na+].